From a dataset of Orexin1 receptor HTS with 218,158 compounds and 233 confirmed actives. Binary Classification. Given a drug SMILES string, predict its activity (active/inactive) in a high-throughput screening assay against a specified biological target. (1) The compound is O1N(C2C(Cn3c2nc2c3cccc2)C1)C1CCCCC1. The result is 0 (inactive). (2) The molecule is s1c(c2nc3n(nc(n3)N)c(c2)C(F)(F)F)ccc1. The result is 0 (inactive). (3) The molecule is O(CC(=O)c1ccc(OC)cc1)C(=O)c1ccc(NC(=O)c2ccccc2)cc1. The result is 0 (inactive). (4) The molecule is S1(=O)(=O)N=C(N2CCC(CC2)C(OCc2sc3c(n2)cccc3)=O)c2c1cccc2. The result is 0 (inactive).